From a dataset of Catalyst prediction with 721,799 reactions and 888 catalyst types from USPTO. Predict which catalyst facilitates the given reaction. (1) Reactant: [NH2:1][CH2:2][CH2:3][CH2:4][N:5]1[C:9]2[CH:10]=[CH:11][CH:12]=[CH:13][C:8]=2[N:7]=[C:6]1[CH2:14][N:15]([CH3:26])[CH:16]1[C:25]2[N:24]=[CH:23][CH:22]=[CH:21][C:20]=2[CH2:19][CH2:18][CH2:17]1.[CH:27](=O)[CH2:28][CH:29]([CH3:31])[CH3:30].C(OC)(OC)OC.[BH4-].[Na+]. Product: [CH3:26][N:15]([CH2:14][C:6]1[N:5]([CH2:4][CH2:3][CH2:2][NH:1][CH2:27][CH2:28][CH:29]([CH3:31])[CH3:30])[C:9]2[CH:10]=[CH:11][CH:12]=[CH:13][C:8]=2[N:7]=1)[CH:16]1[C:25]2[N:24]=[CH:23][CH:22]=[CH:21][C:20]=2[CH2:19][CH2:18][CH2:17]1. The catalyst class is: 5. (2) Reactant: [C:1]([O:5][C:6](=[O:23])[N:7]([CH2:9][CH2:10][O:11][N:12]1C(=O)C2C(=CC=CC=2)C1=O)[CH3:8])([CH3:4])([CH3:3])[CH3:2].CNN.C(OCC)C. Product: [C:1]([O:5][C:6](=[O:23])[N:7]([CH2:9][CH2:10][O:11][NH2:12])[CH3:8])([CH3:4])([CH3:2])[CH3:3]. The catalyst class is: 4. (3) Product: [CH:2]([C:4]1[CH:5]=[C:6]([CH2:7][NH2:8])[CH:9]=[CH:10][N:11]=1)([CH3:3])[CH3:1]. Reactant: [CH2:1]=[C:2]([C:4]1[CH:5]=[C:6]([CH:9]=[CH:10][N:11]=1)[C:7]#[N:8])[CH3:3].Cl. The catalyst class is: 19. (4) Reactant: [Cl:1][C:2]1[N:10]=[C:9]2[C:5]([NH:6][C:7](=[O:16])[N:8]2[CH:11]([CH2:14][CH3:15])[CH2:12][CH3:13])=[CH:4][N:3]=1.[CH3:17]I.[H-].[Na+]. Product: [Cl:1][C:2]1[N:10]=[C:9]2[C:5]([N:6]([CH3:17])[C:7](=[O:16])[N:8]2[CH:11]([CH2:14][CH3:15])[CH2:12][CH3:13])=[CH:4][N:3]=1. The catalyst class is: 3. (5) Reactant: O.[OH-].[Li+].C[O:5][C:6]([C:8]1[CH:9]=[C:10]([C@:14]2([CH3:30])[CH2:19][CH2:18][N:17]([C:20]([O:22][CH2:23][CH2:24][Si:25]([CH3:28])([CH3:27])[CH3:26])=[O:21])[CH2:16][C@@H:15]2[CH3:29])[CH:11]=[CH:12][CH:13]=1)=[O:7].Cl. Product: [C:6]([C:8]1[CH:9]=[C:10]([C@:14]2([CH3:30])[CH2:19][CH2:18][N:17]([C:20]([O:22][CH2:23][CH2:24][Si:25]([CH3:28])([CH3:27])[CH3:26])=[O:21])[CH2:16][C@@H:15]2[CH3:29])[CH:11]=[CH:12][CH:13]=1)([OH:7])=[O:5]. The catalyst class is: 132.